From a dataset of Reaction yield outcomes from USPTO patents with 853,638 reactions. Predict the reaction yield, written as a fraction of the theoretical maximum amount of product (1.0 means a 100% yield; for example, 0.34 means a 34% yield). The reactants are Br[C:2]1[CH:3]=[CH:4][C:5]([F:26])=[C:6]([C:8]2([C:19]3[CH:24]=[CH:23][N:22]=[C:21]([CH3:25])[CH:20]=3)[C:16]3[C:11](=[C:12]([F:17])[CH:13]=[CH:14][CH:15]=3)[C:10]([NH2:18])=[N:9]2)[CH:7]=1.[CH3:27][S:28]([C:31]1[CH:32]=[C:33](B(O)O)[CH:34]=[N:35][CH:36]=1)(=[O:30])=[O:29]. No catalyst specified. The product is [F:17][C:12]1[CH:13]=[CH:14][CH:15]=[C:16]2[C:11]=1[C:10]([NH2:18])=[N:9][C:8]2([C:6]1[CH:7]=[C:2]([C:33]2[CH:34]=[N:35][CH:36]=[C:31]([S:28]([CH3:27])(=[O:30])=[O:29])[CH:32]=2)[CH:3]=[CH:4][C:5]=1[F:26])[C:19]1[CH:24]=[CH:23][N:22]=[C:21]([CH3:25])[CH:20]=1. The yield is 0.320.